This data is from Full USPTO retrosynthesis dataset with 1.9M reactions from patents (1976-2016). The task is: Predict the reactants needed to synthesize the given product. (1) Given the product [ClH:28].[NH:1]1[C:9]2[C:4](=[CH:5][CH:6]=[CH:7][CH:8]=2)[C:3](/[CH:10]=[CH:11]/[C:12]2[CH:13]=[CH:14][C:15]([C:16]([N:58]3[CH2:59][CH2:60][N:55]([CH2:54][CH2:53][O:52][CH3:51])[C:56](=[O:61])[CH2:57]3)=[O:18])=[CH:19][CH:20]=2)=[N:2]1, predict the reactants needed to synthesize it. The reactants are: [NH:1]1[C:9]2[C:4](=[CH:5][CH:6]=[CH:7][CH:8]=2)[C:3](/[CH:10]=[CH:11]/[C:12]2[CH:20]=[CH:19][C:15]([C:16]([OH:18])=O)=[CH:14][CH:13]=2)=[N:2]1.CN1CCOCC1.[ClH:28].C(N=C=NCCCN(C)C)C.O.ON1C2C=CC=CC=2N=N1.[CH3:51][O:52][CH2:53][CH2:54][N:55]1[CH2:60][CH2:59][NH:58][CH2:57][C:56]1=[O:61].C(OCC)(=O)C.Cl. (2) Given the product [CH3:23][O:22][C:19]1[CH:20]=[CH:21][C:16]([C:15]([NH:1][C@@H:2]2[CH2:7][CH2:6][CH2:5][N:4]([C:8]([O:10][C:11]([CH3:14])([CH3:13])[CH3:12])=[O:9])[CH2:3]2)=[O:24])=[CH:17][CH:18]=1, predict the reactants needed to synthesize it. The reactants are: [NH2:1][C@@H:2]1[CH2:7][CH2:6][CH2:5][N:4]([C:8]([O:10][C:11]([CH3:14])([CH3:13])[CH3:12])=[O:9])[CH2:3]1.[C:15](O)(=[O:24])[C:16]1[CH:21]=[CH:20][C:19]([O:22][CH3:23])=[CH:18][CH:17]=1.CCN(C(C)C)C(C)C.C1CN([P+](ON2N=NC3C=CC=CC2=3)(N2CCCC2)N2CCCC2)CC1.F[P-](F)(F)(F)(F)F.